Task: Regression. Given a peptide amino acid sequence and an MHC pseudo amino acid sequence, predict their binding affinity value. This is MHC class II binding data.. Dataset: Peptide-MHC class II binding affinity with 134,281 pairs from IEDB The peptide sequence is PAADKFKTFEAAFTS. The MHC is DRB1_0101 with pseudo-sequence DRB1_0101. The binding affinity (normalized) is 0.757.